From a dataset of Catalyst prediction with 721,799 reactions and 888 catalyst types from USPTO. Predict which catalyst facilitates the given reaction. (1) Reactant: [CH3:1][N:2]([CH3:18])[C@@H:3]1[CH2:7][CH2:6][N:5]([CH2:8][C:9]2[CH:17]=[CH:16][C:12]([C:13]([OH:15])=O)=[CH:11][CH:10]=2)[CH2:4]1.[NH2:19][C:20]1[CH:25]=[C:24]([C:26]2[S:27][CH:28]=[CH:29][CH:30]=2)[CH:23]=[CH:22][C:21]=1[NH:31][C:32](=[O:38])[O:33][C:34]([CH3:37])([CH3:36])[CH3:35].CN([P+](ON1N=NC2C=CC=CC1=2)(N(C)C)N(C)C)C.F[P-](F)(F)(F)(F)F. Product: [CH3:18][N:2]([CH3:1])[C@@H:3]1[CH2:7][CH2:6][N:5]([CH2:8][C:9]2[CH:10]=[CH:11][C:12]([C:13]([NH:19][C:20]3[CH:25]=[C:24]([C:26]4[S:27][CH:28]=[CH:29][CH:30]=4)[CH:23]=[CH:22][C:21]=3[NH:31][C:32](=[O:38])[O:33][C:34]([CH3:36])([CH3:35])[CH3:37])=[O:15])=[CH:16][CH:17]=2)[CH2:4]1. The catalyst class is: 17. (2) Reactant: [Cl:1][C:2]1[N:7]=[C:6]([CH:8](O)[CH2:9][CH3:10])[CH:5]=[CH:4][CH:3]=1.C(Br)(Br)(Br)[Br:13].C1(P(C2C=CC=CC=2)C2C=CC=CC=2)C=CC=CC=1. Product: [Br:13][CH:8]([C:6]1[CH:5]=[CH:4][CH:3]=[C:2]([Cl:1])[N:7]=1)[CH2:9][CH3:10]. The catalyst class is: 1. (3) Reactant: Br[C:2]1[CH:10]=[C:9]2[C:5]([CH2:6][N:7]3[C:13]([C:14]4[C:15]([C:20]5[CH:25]=[CH:24][CH:23]=[CH:22][CH:21]=5)=[N:16][O:17][C:18]=4[CH3:19])=[N:12][N:11]=[C:8]32)=[CH:4][CH:3]=1.C([Sn](CCCC)(CCCC)[C:31]1[CH:32]=[N:33][CH:34]=[CH:35][CH:36]=1)CCC. Product: [CH3:19][C:18]1[O:17][N:16]=[C:15]([C:20]2[CH:21]=[CH:22][CH:23]=[CH:24][CH:25]=2)[C:14]=1[C:13]1[N:7]2[CH2:6][C:5]3[C:9]([C:8]2=[N:11][N:12]=1)=[CH:10][C:2]([C:31]1[CH:32]=[N:33][CH:34]=[CH:35][CH:36]=1)=[CH:3][CH:4]=3. The catalyst class is: 3.